This data is from Full USPTO retrosynthesis dataset with 1.9M reactions from patents (1976-2016). The task is: Predict the reactants needed to synthesize the given product. (1) Given the product [Br:1][C:2]1[CH:3]=[C:4]([C:8]#[C:9][CH2:10][O:11][S:13]([CH3:12])(=[O:15])=[O:14])[CH:5]=[N:6][CH:7]=1, predict the reactants needed to synthesize it. The reactants are: [Br:1][C:2]1[CH:3]=[C:4]([C:8]#[C:9][CH2:10][OH:11])[CH:5]=[N:6][CH:7]=1.[CH3:12][S:13](Cl)(=[O:15])=[O:14].O. (2) Given the product [Cl:1][C:2]1[CH:3]=[C:4]([CH2:8][C:21]([O:14][CH2:15][CH3:18])=[O:23])[CH:5]=[CH:6][CH:7]=1, predict the reactants needed to synthesize it. The reactants are: [Cl:1][C:2]1[CH:3]=[C:4]([CH3:8])[CH:5]=[CH:6][CH:7]=1.C(O[O:14][C:15]([CH3:18])(C)C)(C)(C)C.[C]=O.[CH2:21]([OH:23])C. (3) Given the product [C:3]([C:5]1([NH:12][C:13]([CH:15]([NH:21][C:35]([N:29]2[CH2:34][CH2:33][O:32][CH2:31][CH2:30]2)=[O:36])[CH2:16][C:17]([CH3:18])([CH3:20])[CH3:19])=[O:14])[CH2:6][CH2:7][N:8]([CH3:11])[CH2:9][CH2:10]1)#[N:4], predict the reactants needed to synthesize it. The reactants are: Cl.Cl.[C:3]([C:5]1([NH:12][C:13]([CH:15]([NH2:21])[CH2:16][C:17]([CH3:20])([CH3:19])[CH3:18])=[O:14])[CH2:10][CH2:9][N:8]([CH3:11])[CH2:7][CH2:6]1)#[N:4].CN1CCOCC1.[N:29]1([C:35](Cl)=[O:36])[CH2:34][CH2:33][O:32][CH2:31][CH2:30]1. (4) The reactants are: [Al+3].[Cl-].[Cl-].[Cl-].[H-].[Al+3].[Li+].[H-].[H-].[H-].C(OC[C@H]1CC[C@H]([C@@]23CCC(=O)N2[C@@H:29]([C:35]2[CH:40]=[CH:39][CH:38]=[CH:37][CH:36]=2)[CH2:28][O:27]3)CC1)C1C=CC=CC=1. Given the product [C:35]1([CH2:29][CH2:28][OH:27])[CH:40]=[CH:39][CH:38]=[CH:37][CH:36]=1, predict the reactants needed to synthesize it. (5) Given the product [CH2:1]([N:8]1[CH2:13][CH2:12][C:11](=[O:14])[CH:10]([CH:16]([CH3:17])[CH3:15])[CH2:9]1)[C:2]1[CH:3]=[CH:4][CH:5]=[CH:6][CH:7]=1, predict the reactants needed to synthesize it. The reactants are: [CH2:1]([N:8]1[CH2:13][CH2:12][C:11](=[O:14])[CH2:10][CH2:9]1)[C:2]1[CH:7]=[CH:6][CH:5]=[CH:4][CH:3]=1.[CH3:15][C:16](C)([O-])[CH3:17].[K+].C(I)(C)C. (6) Given the product [CH3:16][N:17]([CH3:18])[C:11](=[O:12])[CH:10]([OH:14])[CH2:9][NH:8][C:6](=[O:7])[O:5][C:1]([CH3:4])([CH3:3])[CH3:2], predict the reactants needed to synthesize it. The reactants are: [C:1]([O:5][C:6]([NH:8][CH2:9][CH:10]([OH:14])[C:11](O)=[O:12])=[O:7])([CH3:4])([CH3:3])[CH3:2].Cl.[CH3:16][NH:17][CH3:18].C1(N=C=NC2CCCCC2)CCCCC1. (7) Given the product [CH3:31][C:21]1([OH:29])[CH2:22][CH2:23][C@@:24]2([CH3:25])[C:19]([CH2:18][CH2:17][C@@H:16]3[C@@H:26]2[CH2:27][CH2:28][C@@:11]2([CH3:12])[C@H:13]3[CH2:14][CH:15]=[C:10]2[N:1]2[C:5]3[CH:6]=[CH:7][CH:8]=[CH:9][C:4]=3[N:3]=[CH:2]2)=[CH:20]1, predict the reactants needed to synthesize it. The reactants are: [N:1]1([C:10]2[C@:11]3([CH2:28][CH2:27][C@H:26]4[C@@H:16]([CH2:17][CH2:18][C:19]5[C@:24]4([CH3:25])[CH2:23][CH2:22][C:21](=[O:29])[CH:20]=5)[C@@H:13]3[CH2:14][CH:15]=2)[CH3:12])[C:5]2[CH:6]=[CH:7][CH:8]=[CH:9][C:4]=2[N:3]=[CH:2]1.[Li][CH3:31]. (8) Given the product [Br:1][C:2]1[CH:3]=[CH:4][C:5]([C:8]([OH:11])=[O:10])=[N:6][CH:7]=1, predict the reactants needed to synthesize it. The reactants are: [Br:1][C:2]1[CH:3]=[CH:4][C:5]([C:8]#N)=[N:6][CH:7]=1.[OH2:10].[OH-:11].[K+].